Regression. Given a peptide amino acid sequence and an MHC pseudo amino acid sequence, predict their binding affinity value. This is MHC class I binding data. From a dataset of Peptide-MHC class I binding affinity with 185,985 pairs from IEDB/IMGT. (1) The binding affinity (normalized) is 0.630. The MHC is SLA-10401 with pseudo-sequence SLA-10401. The peptide sequence is TVYNGTSKY. (2) The peptide sequence is TPRDLGACI. The MHC is HLA-B27:05 with pseudo-sequence HLA-B27:05. The binding affinity (normalized) is 0.0847. (3) The peptide sequence is RVRPKKEVL. The MHC is HLA-A02:03 with pseudo-sequence HLA-A02:03. The binding affinity (normalized) is 0.0847. (4) The peptide sequence is ITNTKSDNI. The MHC is HLA-A02:03 with pseudo-sequence HLA-A02:03. The binding affinity (normalized) is 0.380. (5) The peptide sequence is PSDFFYLLF. The MHC is HLA-A11:01 with pseudo-sequence HLA-A11:01. The binding affinity (normalized) is 0.0847. (6) The peptide sequence is RTIQGQRFW. The MHC is HLA-B15:01 with pseudo-sequence HLA-B15:01. The binding affinity (normalized) is 0.0847.